From a dataset of Full USPTO retrosynthesis dataset with 1.9M reactions from patents (1976-2016). Predict the reactants needed to synthesize the given product. (1) The reactants are: [N:1]1([CH2:6][CH2:7][N:8]2[C:16]3[C:11](=[C:12]([NH2:17])[CH:13]=[CH:14][CH:15]=3)[CH:10]=[N:9]2)[CH2:5][CH2:4][CH2:3][CH2:2]1.[O:18]([C:25]1[CH:26]=[C:27]([CH2:31][C:32](O)=[O:33])[CH:28]=[CH:29][CH:30]=1)[C:19]1[CH:24]=[CH:23][CH:22]=[CH:21][CH:20]=1. Given the product [O:18]([C:25]1[CH:26]=[C:27]([CH2:31][C:32]([NH:17][C:12]2[CH:13]=[CH:14][CH:15]=[C:16]3[C:11]=2[CH:10]=[N:9][N:8]3[CH2:7][CH2:6][N:1]2[CH2:5][CH2:4][CH2:3][CH2:2]2)=[O:33])[CH:28]=[CH:29][CH:30]=1)[C:19]1[CH:20]=[CH:21][CH:22]=[CH:23][CH:24]=1, predict the reactants needed to synthesize it. (2) Given the product [Br:43][CH2:2][C:3]1[N:4]=[C:5]([C:8]2[CH:13]=[C:12]([C:14]([CH3:17])([CH3:16])[CH3:15])[C:11]([OH:18])=[C:10]([C:19]([CH3:22])([CH3:21])[CH3:20])[CH:9]=2)[O:6][CH:7]=1, predict the reactants needed to synthesize it. The reactants are: O[CH2:2][C:3]1[N:4]=[C:5]([C:8]2[CH:13]=[C:12]([C:14]([CH3:17])([CH3:16])[CH3:15])[C:11]([OH:18])=[C:10]([C:19]([CH3:22])([CH3:21])[CH3:20])[CH:9]=2)[O:6][CH:7]=1.C1(P(C2C=CC=CC=2)C2C=CC=CC=2)C=CC=CC=1.C(Br)(Br)(Br)[Br:43]. (3) Given the product [Br:46][C:47]1[CH:48]=[CH:49][C:50]([CH:53]2[CH2:54][N:55]([C:12]([C:11]3[CH:15]=[CH:16][C:17]([CH3:18])=[C:9]([NH:8][C:6](=[O:7])[C:5]4[CH:19]=[CH:20][C:2]([Cl:1])=[N:3][CH:4]=4)[CH:10]=3)=[O:14])[CH2:56]2)=[CH:51][CH:52]=1, predict the reactants needed to synthesize it. The reactants are: [Cl:1][C:2]1[CH:20]=[CH:19][C:5]([C:6]([NH:8][C:9]2[CH:10]=[C:11]([CH:15]=[CH:16][C:17]=2[CH3:18])[C:12]([OH:14])=O)=[O:7])=[CH:4][N:3]=1.CN(C(ON1N=NC2C=CC=CC1=2)=[N+](C)C)C.F[P-](F)(F)(F)(F)F.Cl.[Br:46][C:47]1[CH:52]=[CH:51][C:50]([CH:53]2[CH2:56][NH:55][CH2:54]2)=[CH:49][CH:48]=1.CCN(C(C)C)C(C)C. (4) Given the product [F:1][C:2]([F:34])([F:33])[C:3]1[CH:4]=[C:5]([C@@H:13]2[C:17]3([CH2:19][CH2:18]3)[N:16]([CH2:20][C:21]3[C:26]([C:42]4[CH:41]=[C:40]([C@H:43]5[CH2:44][C@H:45]([C:47]([O:49][CH3:50])=[O:48])[CH2:46]5)[CH:39]=[CH:38][C:37]=4[O:36][CH3:35])=[CH:25][CH:24]=[C:23]([C:28]([F:31])([F:30])[F:29])[N:22]=3)[C:15](=[O:32])[O:14]2)[CH:6]=[C:7]([C:9]([F:12])([F:11])[F:10])[CH:8]=1, predict the reactants needed to synthesize it. The reactants are: [F:1][C:2]([F:34])([F:33])[C:3]1[CH:4]=[C:5]([C@@H:13]2[C:17]3([CH2:19][CH2:18]3)[N:16]([CH2:20][C:21]3[C:26](Cl)=[CH:25][CH:24]=[C:23]([C:28]([F:31])([F:30])[F:29])[N:22]=3)[C:15](=[O:32])[O:14]2)[CH:6]=[C:7]([C:9]([F:12])([F:11])[F:10])[CH:8]=1.[CH3:35][O:36][C:37]1[CH:42]=[CH:41][C:40]([C@H:43]2[CH2:46][C@H:45]([C:47]([O:49][CH3:50])=[O:48])[CH2:44]2)=[CH:39][C:38]=1B1OC(C)(C)C(C)(C)O1.C(=O)([O-])[O-].[K+].[K+]. (5) Given the product [C:22]([O:1][C@H:2]1[CH2:7][CH2:6][C@H:5]([CH2:8][NH:9][C:10](=[O:21])[C:11]2[CH:12]=[CH:13][C:14]([O:17][CH2:18][O:19][CH3:20])=[CH:15][CH:16]=2)[CH2:4][CH2:3]1)(=[O:29])[C:23]1[CH:28]=[CH:27][CH:26]=[CH:25][CH:24]=1, predict the reactants needed to synthesize it. The reactants are: [OH:1][C@@H:2]1[CH2:7][CH2:6][C@H:5]([CH2:8][NH:9][C:10](=[O:21])[C:11]2[CH:16]=[CH:15][C:14]([O:17][CH2:18][O:19][CH3:20])=[CH:13][CH:12]=2)[CH2:4][CH2:3]1.[C:22](O)(=[O:29])[C:23]1[CH:28]=[CH:27][CH:26]=[CH:25][CH:24]=1.C(C=P(CCCC)(CCCC)CCCC)#N. (6) Given the product [Cl:7][C:8]1[CH:15]=[CH:14][C:11]([CH:12]([C:2]2[S:3][CH:4]=[CH:5][N:6]=2)[OH:13])=[CH:10][CH:9]=1, predict the reactants needed to synthesize it. The reactants are: Br[C:2]1[S:3][CH:4]=[CH:5][N:6]=1.[Cl:7][C:8]1[CH:15]=[CH:14][C:11]([CH:12]=[O:13])=[CH:10][CH:9]=1.Cl.